This data is from Full USPTO retrosynthesis dataset with 1.9M reactions from patents (1976-2016). The task is: Predict the reactants needed to synthesize the given product. The reactants are: [H-].[H-].[H-].[H-].[Li+].[Al+3].[CH3:7][C:8]([O:11][C:12]([NH:14][C@H:15]([C:20](N(C)OC)=[O:21])[CH2:16][CH:17]([CH3:19])[CH3:18])=[O:13])([CH3:10])[CH3:9]. Given the product [CH:20]([C@@H:15]([NH:14][C:12](=[O:13])[O:11][C:8]([CH3:7])([CH3:10])[CH3:9])[CH2:16][CH:17]([CH3:19])[CH3:18])=[O:21], predict the reactants needed to synthesize it.